From a dataset of NCI-60 drug combinations with 297,098 pairs across 59 cell lines. Regression. Given two drug SMILES strings and cell line genomic features, predict the synergy score measuring deviation from expected non-interaction effect. (1) Drug 2: C1CN(CCN1C(=O)CCBr)C(=O)CCBr. Synergy scores: CSS=53.4, Synergy_ZIP=-0.801, Synergy_Bliss=-7.09, Synergy_Loewe=-17.3, Synergy_HSA=-17.1. Drug 1: C1=NC2=C(N=C(N=C2N1C3C(C(C(O3)CO)O)F)Cl)N. Cell line: HL-60(TB). (2) Drug 1: CC1=C(C(=O)C2=C(C1=O)N3CC4C(C3(C2COC(=O)N)OC)N4)N. Drug 2: COCCOC1=C(C=C2C(=C1)C(=NC=N2)NC3=CC=CC(=C3)C#C)OCCOC.Cl. Cell line: OVCAR-5. Synergy scores: CSS=32.9, Synergy_ZIP=-0.0311, Synergy_Bliss=0.145, Synergy_Loewe=-13.4, Synergy_HSA=1.26. (3) Drug 1: C1CCC(C1)C(CC#N)N2C=C(C=N2)C3=C4C=CNC4=NC=N3. Drug 2: CCN(CC)CCNC(=O)C1=C(NC(=C1C)C=C2C3=C(C=CC(=C3)F)NC2=O)C. Cell line: NCI/ADR-RES. Synergy scores: CSS=-2.78, Synergy_ZIP=0.894, Synergy_Bliss=-2.27, Synergy_Loewe=-3.77, Synergy_HSA=-4.30. (4) Drug 1: CS(=O)(=O)C1=CC(=C(C=C1)C(=O)NC2=CC(=C(C=C2)Cl)C3=CC=CC=N3)Cl. Drug 2: CC1CCC2CC(C(=CC=CC=CC(CC(C(=O)C(C(C(=CC(C(=O)CC(OC(=O)C3CCCCN3C(=O)C(=O)C1(O2)O)C(C)CC4CCC(C(C4)OC)OCCO)C)C)O)OC)C)C)C)OC. Cell line: SK-MEL-2. Synergy scores: CSS=24.6, Synergy_ZIP=21.8, Synergy_Bliss=26.6, Synergy_Loewe=17.4, Synergy_HSA=19.3. (5) Drug 1: C1C(C(OC1N2C=C(C(=O)NC2=O)F)CO)O. Drug 2: CC1CCC2CC(C(=CC=CC=CC(CC(C(=O)C(C(C(=CC(C(=O)CC(OC(=O)C3CCCCN3C(=O)C(=O)C1(O2)O)C(C)CC4CCC(C(C4)OC)O)C)C)O)OC)C)C)C)OC. Cell line: NCIH23. Synergy scores: CSS=9.91, Synergy_ZIP=-1.81, Synergy_Bliss=4.49, Synergy_Loewe=-0.637, Synergy_HSA=1.00. (6) Drug 1: COC1=CC(=CC(=C1O)OC)C2C3C(COC3=O)C(C4=CC5=C(C=C24)OCO5)OC6C(C(C7C(O6)COC(O7)C8=CC=CS8)O)O. Drug 2: CN1C(=O)N2C=NC(=C2N=N1)C(=O)N. Cell line: COLO 205. Synergy scores: CSS=42.1, Synergy_ZIP=5.69, Synergy_Bliss=5.84, Synergy_Loewe=-36.8, Synergy_HSA=2.55.